Task: Predict the product of the given reaction.. Dataset: Forward reaction prediction with 1.9M reactions from USPTO patents (1976-2016) Given the reactants [C:1]([N:4]1[CH2:8][C@@H:7]([SH:9])[C@H:6]([NH:10][S:11]([C:14]2[CH:19]=[CH:18][C:17]([O:20][C:21]3[CH:26]=[CH:25][CH:24]=[CH:23][CH:22]=3)=[CH:16][CH:15]=2)(=[O:13])=[O:12])[CH2:5]1)(=[O:3])[NH2:2].Cl.C(N1C[C@@H](S[C:31]([CH3:34])([CH3:33])[CH3:32])[C@H](NS(C2C=CC(OC3C=CC=CC=3)=CC=2)(=O)=O)C1)(O[C:31]([CH3:34])([CH3:33])[CH3:32])=O.C(N(CC)CC)C, predict the reaction product. The product is: [C:1]([N:4]1[CH2:8][C@@H:7]([S:9][C:31]([CH3:34])([CH3:33])[CH3:32])[C@H:6]([NH:10][S:11]([C:14]2[CH:15]=[CH:16][C:17]([O:20][C:21]3[CH:22]=[CH:23][CH:24]=[CH:25][CH:26]=3)=[CH:18][CH:19]=2)(=[O:13])=[O:12])[CH2:5]1)(=[O:3])[NH2:2].